From a dataset of Reaction yield outcomes from USPTO patents with 853,638 reactions. Predict the reaction yield, written as a fraction of the theoretical maximum amount of product (1.0 means a 100% yield; for example, 0.34 means a 34% yield). (1) The reactants are [CH3:1][S:2]([N:5]1[CH2:10][CH2:9][C:8]2[N:11]([CH2:24][CH:25]3[CH2:27][O:26]3)[N:12]=[C:13]([C:14]3[CH:19]=[CH:18][C:17]([C:20]([F:23])([F:22])[F:21])=[CH:16][CH:15]=3)[C:7]=2[CH2:6]1)(=[O:4])=[O:3].[Cl:28][C:29]1[CH:37]=[C:36]2[C:32]([CH:33]=[CH:34][N:35]2[CH:38]2[CH2:43][CH2:42][NH:41][CH2:40][CH2:39]2)=[CH:31][CH:30]=1. The catalyst is CCO. The product is [Cl:28][C:29]1[CH:37]=[C:36]2[C:32]([CH:33]=[CH:34][N:35]2[CH:38]2[CH2:43][CH2:42][N:41]([CH2:27][CH:25]([OH:26])[CH2:24][N:11]3[C:8]4[CH2:9][CH2:10][N:5]([S:2]([CH3:1])(=[O:4])=[O:3])[CH2:6][C:7]=4[C:13]([C:14]4[CH:19]=[CH:18][C:17]([C:20]([F:23])([F:21])[F:22])=[CH:16][CH:15]=4)=[N:12]3)[CH2:40][CH2:39]2)=[CH:31][CH:30]=1. The yield is 0.480. (2) The reactants are [CH2:1]([O:8][C@H:9]([CH3:22])[C@H:10]([NH:14][C:15]([O:17][C:18]([CH3:21])([CH3:20])[CH3:19])=[O:16])[C:11]([OH:13])=[O:12])[C:2]1[CH:7]=[CH:6][CH:5]=[CH:4][CH:3]=1.C([O-])([O-])=O.[K+].[K+].[CH2:29](Br)[C:30]1[CH:35]=[CH:34][CH:33]=[CH:32][CH:31]=1. The catalyst is CN(C=O)C. The product is [CH2:1]([O:8][C@H:9]([CH3:22])[C@H:10]([NH:14][C:15]([O:17][C:18]([CH3:21])([CH3:20])[CH3:19])=[O:16])[C:11]([O:13][CH2:29][C:30]1[CH:35]=[CH:34][CH:33]=[CH:32][CH:31]=1)=[O:12])[C:2]1[CH:3]=[CH:4][CH:5]=[CH:6][CH:7]=1. The yield is 0.820. (3) The reactants are ClN1C(=O)CCC1=O.N1C=CC=CC=1.[CH3:15][C:16]1[CH:24]=[CH:23][C:19]([CH:20]=[N:21][OH:22])=[CH:18][CH:17]=1.[N+](C1C=C[C:31]([C:32]([O:34][CH:35]=CC(OC)=O)=[O:33])=[CH:30]C=1)([O-])=O.C(N(CC)CC)C.C(=O)([O-])O.[Na+]. The catalyst is C(Cl)(Cl)Cl. The product is [C:16]1([CH3:15])[CH:24]=[CH:23][C:19]([C:20]2[C:31]([C:32]([O:34][CH3:35])=[O:33])=[CH:30][O:22][N:21]=2)=[CH:18][CH:17]=1. The yield is 0.196. (4) The reactants are [N:1]1[CH:6]=[CH:5][CH:4]=[CH:3][C:2]=1[O:7][CH2:8][C:9]1[CH:14]=[CH:13][C:12]([CH2:15][C:16](Cl)=[N:17][OH:18])=[CH:11][CH:10]=1.[C:20]([C:22]1[C:23]([NH2:28])=[N:24][CH:25]=[CH:26][CH:27]=1)#[CH:21].C(N(CC)CC)C.O. The catalyst is O1CCCC1. The product is [N:1]1[CH:6]=[CH:5][CH:4]=[CH:3][C:2]=1[O:7][CH2:8][C:9]1[CH:14]=[CH:13][C:12]([CH2:15][C:16]2[CH:21]=[C:20]([C:22]3[C:23]([NH2:28])=[N:24][CH:25]=[CH:26][CH:27]=3)[O:18][N:17]=2)=[CH:11][CH:10]=1. The yield is 0.260. (5) The reactants are [Cl:1][C:2]1[CH:3]=[C:4]([CH:9]([C:24]([F:27])([F:26])[F:25])/[CH:10]=[CH:11]/[C:12]2[CH:22]=[CH:21][C:15]([C:16]([O:18]CC)=[O:17])=[C:14]([CH3:23])[CH:13]=2)[CH:5]=[C:6]([Cl:8])[CH:7]=1.Cl. The product is [Cl:1][C:2]1[CH:3]=[C:4]([CH:9]([C:24]([F:27])([F:25])[F:26])/[CH:10]=[CH:11]/[C:12]2[CH:22]=[CH:21][C:15]([C:16]([OH:18])=[O:17])=[C:14]([CH3:23])[CH:13]=2)[CH:5]=[C:6]([Cl:8])[CH:7]=1. The catalyst is O1CCOCC1. The yield is 0.500. (6) No catalyst specified. The reactants are [C:1]([C:4]1(C(OC)=O)[CH2:9][CH2:8][O:7][CH2:6][CH2:5]1)(=[O:3])[CH3:2].S(=O)(=O)(O)O. The product is [C:1]([CH:4]1[CH2:9][CH2:8][O:7][CH2:6][CH2:5]1)(=[O:3])[CH3:2]. The yield is 0.960. (7) The reactants are Cl[C:2]1[C:11]2[C:6](=[CH:7][C:8]([C:14]3[C:15]([CH3:20])=[N:16][O:17][C:18]=3[CH3:19])=[C:9]([O:12][CH3:13])[CH:10]=2)[N:5]=[CH:4][C:3]=1[C:21]([NH2:23])=[O:22].CCN(C(C)C)C(C)C.[O:33]1[CH2:38][CH2:37][CH:36]([CH2:39][NH2:40])[CH2:35][CH2:34]1. The catalyst is CN1C(=O)CCC1. The product is [CH3:20][C:15]1[C:14]([C:8]2[CH:7]=[C:6]3[C:11]([C:2]([NH:40][CH2:39][CH:36]4[CH2:37][CH2:38][O:33][CH2:34][CH2:35]4)=[C:3]([C:21]([NH2:23])=[O:22])[CH:4]=[N:5]3)=[CH:10][C:9]=2[O:12][CH3:13])=[C:18]([CH3:19])[O:17][N:16]=1. The yield is 0.541. (8) The reactants are [C:1]([C:4]1[CH:9]=[CH:8][C:7]([S:10](Cl)(=[O:12])=[O:11])=[CH:6][CH:5]=1)(=[O:3])[CH3:2].[NH:14]1[CH2:19][CH2:18][CH2:17][CH2:16][CH2:15]1.C(N(CC)CC)C. The catalyst is O1CCCC1.[Cl-].[Na+].O. The product is [N:14]1([S:10]([C:7]2[CH:8]=[CH:9][C:4]([C:1](=[O:3])[CH3:2])=[CH:5][CH:6]=2)(=[O:12])=[O:11])[CH2:19][CH2:18][CH2:17][CH2:16][CH2:15]1. The yield is 0.940.